Dataset: M1 muscarinic receptor antagonist screen with 61,756 compounds. Task: Binary Classification. Given a drug SMILES string, predict its activity (active/inactive) in a high-throughput screening assay against a specified biological target. (1) The compound is O=C(Nc1c(cc(cc1C)C)C)CS(=O)CC(=O)Nc1cccnc1. The result is 0 (inactive). (2) The drug is S(c1cc(NC(=O)COc2ccccc2)ccc1)C. The result is 0 (inactive). (3) The compound is S(CC(=O)N1CCC(CC1)C)c1oc(nn1)c1occc1. The result is 0 (inactive). (4) The drug is S(=O)(=O)(N1CCN(CC1)c1ccccc1)c1ccc(N2C(=O)c3c(C2=O)cccc3)cc1. The result is 0 (inactive).